Dataset: Full USPTO retrosynthesis dataset with 1.9M reactions from patents (1976-2016). Task: Predict the reactants needed to synthesize the given product. (1) Given the product [CH2:32]([O:31][C:29]([CH:28]1[C:27](=[O:26])[C:3]2[C:2](=[C:11]3[C:6](=[CH:5][C:4]=2[F:23])[CH:7]=[C:8]([C:12](=[O:22])[N:13]([CH2:15][C:16]2[CH:17]=[CH:18][CH:19]=[CH:20][CH:21]=2)[CH3:14])[CH:9]=[N:10]3)[N:1]=[CH:34]1)=[O:30])[CH3:33], predict the reactants needed to synthesize it. The reactants are: [NH2:1][C:2]1[CH:3]=[C:4]([F:23])[CH:5]=[C:6]2[C:11]=1[N:10]=[CH:9][C:8]([C:12](=[O:22])[N:13]([CH2:15][C:16]1[CH:21]=[CH:20][CH:19]=[CH:18][CH:17]=1)[CH3:14])=[CH:7]2.C([O:26][CH:27]=[C:28]([C:34](OCC)=O)[C:29]([O:31][CH2:32][CH3:33])=[O:30])C. (2) Given the product [CH3:37][C:38]1[CH:43]=[CH:42][C:41]([S:44]([O:29][CH2:28][CH2:27][C:22]2[C:21]3[C:25](=[C:17]([C:14]4[N:13]=[C:12]([C:4]5[CH:5]=[CH:6][C:7]([O:8][CH:9]([CH3:10])[CH3:11])=[C:2]([Cl:1])[CH:3]=5)[O:16][N:15]=4)[CH:18]=[CH:19][CH:20]=3)[N:24]([CH3:26])[CH:23]=2)(=[O:46])=[O:45])=[CH:40][CH:39]=1, predict the reactants needed to synthesize it. The reactants are: [Cl:1][C:2]1[CH:3]=[C:4]([C:12]2[O:16][N:15]=[C:14]([C:17]3[CH:18]=[CH:19][CH:20]=[C:21]4[C:25]=3[N:24]([CH3:26])[CH:23]=[C:22]4[CH2:27][CH2:28][OH:29])[N:13]=2)[CH:5]=[CH:6][C:7]=1[O:8][CH:9]([CH3:11])[CH3:10].CCN(CC)CC.[CH3:37][C:38]1[CH:43]=[CH:42][C:41]([S:44](Cl)(=[O:46])=[O:45])=[CH:40][CH:39]=1. (3) Given the product [CH2:1]([O:8][C:9]1[CH:19]=[CH:18][C:12]([O:13][CH2:14][C@@H:15]([OH:16])[CH2:17][NH:23][C@@H:24]([CH2:27][C:28]2[CH:29]=[CH:30][C:31]([O:34][C:35]3[C:40]([CH3:41])=[CH:39][CH:38]=[CH:37][N:36]=3)=[CH:32][CH:33]=2)[CH2:25][OH:26])=[CH:11][C:10]=1[N+:20]([O-:22])=[O:21])[C:2]1[CH:7]=[CH:6][CH:5]=[CH:4][CH:3]=1, predict the reactants needed to synthesize it. The reactants are: [CH2:1]([O:8][C:9]1[CH:19]=[CH:18][C:12]([O:13][CH2:14][C@@H:15]2[CH2:17][O:16]2)=[CH:11][C:10]=1[N+:20]([O-:22])=[O:21])[C:2]1[CH:7]=[CH:6][CH:5]=[CH:4][CH:3]=1.[NH2:23][C@@H:24]([CH2:27][C:28]1[CH:33]=[CH:32][C:31]([O:34][C:35]2[C:40]([CH3:41])=[CH:39][CH:38]=[CH:37][N:36]=2)=[CH:30][CH:29]=1)[CH2:25][OH:26]. (4) Given the product [CH3:1][O:2][C:3](=[O:24])[CH2:4][C:5]1[CH:14]=[C:13]([OH:15])[C:12]2[C:7](=[CH:8][CH:9]=[C:10]([F:23])[CH:11]=2)[CH:6]=1, predict the reactants needed to synthesize it. The reactants are: [CH3:1][O:2][C:3](=[O:24])[CH2:4][C:5]1[CH:14]=[C:13]([O:15]CC2C=CC=CC=2)[C:12]2[C:7](=[CH:8][CH:9]=[C:10]([F:23])[CH:11]=2)[CH:6]=1.